Dataset: Full USPTO retrosynthesis dataset with 1.9M reactions from patents (1976-2016). Task: Predict the reactants needed to synthesize the given product. (1) Given the product [F:13][C:14]1[CH:15]=[CH:16][C:17]([N:20]2[C:24]([CH3:25])=[C:23]([C:26]([NH:8][C:6]3[CH:5]=[CH:4][N:3]=[C:2]([CH3:1])[N:7]=3)=[O:27])[N:22]=[N:21]2)=[CH:18][CH:19]=1, predict the reactants needed to synthesize it. The reactants are: [CH3:1][C:2]1[N:7]=[C:6]([NH2:8])[CH:5]=[CH:4][N:3]=1.C[Al](C)C.[F:13][C:14]1[CH:19]=[CH:18][C:17]([N:20]2[C:24]([CH3:25])=[C:23]([C:26](OCC)=[O:27])[N:22]=[N:21]2)=[CH:16][CH:15]=1. (2) Given the product [F:20][C:21]1[CH:26]=[CH:25][CH:24]=[C:23]([O:27][CH3:28])[C:22]=1[C:2]1[CH:7]=[CH:6][C:5]([N:8]2[C:16]3[C:15](=[O:17])[NH:14][C:13](=[O:18])[NH:12][C:11]=3[CH:10]=[CH:9]2)=[CH:4][CH:3]=1, predict the reactants needed to synthesize it. The reactants are: Br[C:2]1[CH:7]=[CH:6][C:5]([N:8]2[C:16]3[C:15](=[O:17])[NH:14][C:13](=[O:18])[NH:12][C:11]=3[CH:10]=[CH:9]2)=[CH:4][CH:3]=1.O.[F:20][C:21]1[CH:26]=[CH:25][CH:24]=[C:23]([O:27][CH3:28])[C:22]=1B(O)O.C(=O)([O-])[O-].[Cs+].[Cs+]. (3) Given the product [Cl:27][C:6]1[CH:5]=[N:4][CH:3]=[C:2]([Cl:1])[C:7]=1[NH:8][C:9]1[NH:10][C:11]2[C:17]3[CH2:18][C:19]([CH3:21])([CH3:22])[O:20][C:16]=3[C:15]([C:23]([NH:31][C:30]3[CH:32]=[C:33]([C:36]([F:37])([F:38])[F:39])[CH:34]=[CH:35][C:29]=3[F:28])=[O:25])=[CH:14][C:12]=2[N:13]=1, predict the reactants needed to synthesize it. The reactants are: [Cl:1][C:2]1[CH:3]=[N:4][CH:5]=[C:6]([Cl:27])[C:7]=1[NH:8][C:9]1[NH:10][C:11]2[C:17]3[CH2:18][C:19]([CH3:22])([CH3:21])[O:20][C:16]=3[C:15]([C:23]([O:25]C)=O)=[CH:14][C:12]=2[N:13]=1.[F:28][C:29]1[CH:35]=[CH:34][C:33]([C:36]([F:39])([F:38])[F:37])=[CH:32][C:30]=1[NH2:31].C[Al](C)C. (4) Given the product [F:1][C:2]1[CH:7]=[CH:6][C:5]([C:8]2[C:16]3[C:11](=[N:12][CH:13]=[CH:14][C:15]=3[C:17]3[CH:21]=[CH:20][S:19][CH:18]=3)[NH:10][N:9]=2)=[C:4]([O:32][CH3:33])[CH:3]=1, predict the reactants needed to synthesize it. The reactants are: [F:1][C:2]1[CH:7]=[CH:6][C:5]([C:8]2[C:16]3[C:11](=[N:12][CH:13]=[CH:14][C:15]=3[C:17]3[CH:21]=[CH:20][S:19][CH:18]=3)[N:10](S(C3C=CC(C)=CC=3)(=O)=O)[N:9]=2)=[C:4]([O:32][CH3:33])[CH:3]=1.C(=O)([O-])[O-].[K+].[K+]. (5) Given the product [CH3:18][O:17][C:14]1[CH:15]=[CH:16][C:11]([N:9]2[CH:10]=[C:5]([C:3]3[NH:4][C:40](=[O:41])[O:1][N:2]=3)[C:6](=[O:32])[N:7]([CH2:20][C:21]3[CH:26]=[CH:25][CH:24]=[C:23]([C:27]([F:30])([F:28])[F:29])[C:22]=3[CH3:31])[C:8]2=[O:19])=[CH:12][CH:13]=1, predict the reactants needed to synthesize it. The reactants are: [OH:1][N:2]=[C:3]([C:5]1[C:6](=[O:32])[N:7]([CH2:20][C:21]2[CH:26]=[CH:25][CH:24]=[C:23]([C:27]([F:30])([F:29])[F:28])[C:22]=2[CH3:31])[C:8](=[O:19])[N:9]([C:11]2[CH:16]=[CH:15][C:14]([O:17][CH3:18])=[CH:13][CH:12]=2)[CH:10]=1)[NH2:4].N1C=CC=CC=1.Cl[C:40](OCC(C)C)=[O:41].CC(C)([O-])C.[Na+].Cl.